Dataset: Forward reaction prediction with 1.9M reactions from USPTO patents (1976-2016). Task: Predict the product of the given reaction. Given the reactants COC(C1C=C(O)C2C(=C(N)C=CC=2)N=1)=O.C[O:18][C:19]([C:21]1[CH:30]=[C:29]([OH:31])[C:28]2[C:23](=[C:24]([OH:38])[CH:25]=[CH:26][C:27]=2[C:32]2[CH:37]=[CH:36][CH:35]=[CH:34][CH:33]=2)[N:22]=1)=[O:20], predict the reaction product. The product is: [OH:31][C:29]1[C:28]2[C:23](=[C:24]([OH:38])[CH:25]=[CH:26][C:27]=2[C:32]2[CH:37]=[CH:36][CH:35]=[CH:34][CH:33]=2)[N:22]=[C:21]([C:19]([OH:20])=[O:18])[CH:30]=1.